This data is from Reaction yield outcomes from USPTO patents with 853,638 reactions. The task is: Predict the reaction yield, written as a fraction of the theoretical maximum amount of product (1.0 means a 100% yield; for example, 0.34 means a 34% yield). The reactants are C([O:4][CH2:5][C@@:6]([NH:26]C(=O)C)([CH3:25])[CH2:7][CH2:8][C:9]1[O:10][C:11]([CH2:14][CH2:15][CH2:16][CH2:17][CH2:18][C:19]2[CH:24]=[CH:23][CH:22]=[CH:21][CH:20]=2)=[CH:12][CH:13]=1)(=O)C.O1CCCC1.CO.O.[OH-].[Li+]. The catalyst is O. The product is [NH2:26][C@:6]([CH3:25])([CH2:7][CH2:8][C:9]1[O:10][C:11]([CH2:14][CH2:15][CH2:16][CH2:17][CH2:18][C:19]2[CH:20]=[CH:21][CH:22]=[CH:23][CH:24]=2)=[CH:12][CH:13]=1)[CH2:5][OH:4]. The yield is 0.950.